This data is from Reaction yield outcomes from USPTO patents with 853,638 reactions. The task is: Predict the reaction yield, written as a fraction of the theoretical maximum amount of product (1.0 means a 100% yield; for example, 0.34 means a 34% yield). (1) The reactants are C([O-])([O-])=O.[Na+].[Na+].[F:7][C:8]1[N:13]=[C:12]([O:14][CH3:15])[C:11](B(O)O)=[CH:10][CH:9]=1.Cl[C:20]1[C:29]2[C:24](=[CH:25][C:26]([S:30]([NH:33][C:34]3[CH:39]=[CH:38][N:37]=[CH:36][N:35]=3)(=[O:32])=[O:31])=[CH:27][CH:28]=2)[CH:23]=[CH:22][N:21]=1. The catalyst is C1C=CC([P]([Pd]([P](C2C=CC=CC=2)(C2C=CC=CC=2)C2C=CC=CC=2)([P](C2C=CC=CC=2)(C2C=CC=CC=2)C2C=CC=CC=2)[P](C2C=CC=CC=2)(C2C=CC=CC=2)C2C=CC=CC=2)(C2C=CC=CC=2)C2C=CC=CC=2)=CC=1.O1CCOCC1. The product is [F:7][C:8]1[N:13]=[C:12]([O:14][CH3:15])[C:11]([C:20]2[C:29]3[C:24](=[CH:25][C:26]([S:30]([NH:33][C:34]4[CH:39]=[CH:38][N:37]=[CH:36][N:35]=4)(=[O:31])=[O:32])=[CH:27][CH:28]=3)[CH:23]=[CH:22][N:21]=2)=[CH:10][CH:9]=1. The yield is 0.399. (2) The reactants are [Cl:1][C:2]1[CH:3]=[C:4]([NH:16][C:17]2[C:26]3[C:21](=[CH:22][C:23](F)=[C:24]([N+:27]([O-:29])=[O:28])[CH:25]=3)[N:20]=[CH:19][N:18]=2)[CH:5]=[CH:6][C:7]=1[O:8][CH2:9][C:10]1[CH:15]=[CH:14][CH:13]=[CH:12][N:11]=1.[CH3:31][O-:32].[Na+].O. The catalyst is CO. The product is [Cl:1][C:2]1[CH:3]=[C:4]([NH:16][C:17]2[C:26]3[C:21](=[CH:22][C:23]([O:32][CH3:31])=[C:24]([N+:27]([O-:29])=[O:28])[CH:25]=3)[N:20]=[CH:19][N:18]=2)[CH:5]=[CH:6][C:7]=1[O:8][CH2:9][C:10]1[CH:15]=[CH:14][CH:13]=[CH:12][N:11]=1. The yield is 0.825. (3) The reactants are [F:1][C:2]([F:17])([F:16])[CH2:3][O:4][CH2:5][C:6]1[CH:15]=[CH:14][C:9]([C:10]([O:12]C)=[O:11])=[CH:8][CH:7]=1.[OH-].[Na+].C1COCC1. The catalyst is CO. The product is [F:1][C:2]([F:16])([F:17])[CH2:3][O:4][CH2:5][C:6]1[CH:15]=[CH:14][C:9]([C:10]([OH:12])=[O:11])=[CH:8][CH:7]=1. The yield is 0.980. (4) The reactants are COC[C@H](C)O[C:6]1[CH:7]=[C:8]([CH:12]=[C:13](O[C@@H](C)CC2C=CC=CC=2)[CH:14]=1)[C:9]([OH:11])=O.[N:26]1[CH:31]=[CH:30][C:29]([CH2:32][N:33]2[CH:37]=[CH:36][C:35]([NH2:38])=[N:34]2)=[CH:28][CH:27]=1. The catalyst is S(Cl)(Cl)=O. The product is [N:26]1[CH:31]=[CH:30][C:29]([CH2:32][N:33]2[CH:37]=[CH:36][C:35]([NH:38][C:9](=[O:11])[C:8]3[CH:7]=[CH:6][CH:14]=[CH:13][CH:12]=3)=[N:34]2)=[CH:28][CH:27]=1. The yield is 0.170. (5) The yield is 0.710. The reactants are [CH3:1][C:2]1[C:10]([C:11]2[S:15][C:14]([C:16](O)=[O:17])=[C:13]([C:19]3[CH:24]=[CH:23][CH:22]=[CH:21][CH:20]=3)[CH:12]=2)=[C:5]2[CH:6]=[CH:7][CH:8]=[CH:9][N:4]2[N:3]=1.CC[N:27]=C=NCCCN(C)C.C1C=CC2N(O)N=NC=2C=1.[Cl-].[NH4+]. The catalyst is CCOC(C)=O.O.CN(C=O)C.C(N(CC)CC)C. The product is [CH3:1][C:2]1[C:10]([C:11]2[S:15][C:14]([C:16]([NH2:27])=[O:17])=[C:13]([C:19]3[CH:20]=[CH:21][CH:22]=[CH:23][CH:24]=3)[CH:12]=2)=[C:5]2[CH:6]=[CH:7][CH:8]=[CH:9][N:4]2[N:3]=1. (6) The catalyst is C(O)CCC. The reactants are [CH3:1][NH:2][C@@H:3]1[C:8]2[CH:9]=[CH:10][CH:11]=[CH:12][C:7]=2[C@H:6]([C:13]2[CH:14]=[CH:15][C:16]([Cl:20])=[C:17]([Cl:19])[CH:18]=2)[CH2:5][CH2:4]1. The yield is 0.700. The product is [CH3:1][NH:2][C@@H:3]1[C:8]2[CH:9]=[CH:10][CH:11]=[CH:12][C:7]=2[C@H:6]([C:13]2[CH:14]=[CH:15][C:16]([Cl:20])=[C:17]([Cl:19])[CH:18]=2)[CH2:5][CH2:4]1.[ClH:19].